This data is from Reaction yield outcomes from USPTO patents with 853,638 reactions. The task is: Predict the reaction yield, written as a fraction of the theoretical maximum amount of product (1.0 means a 100% yield; for example, 0.34 means a 34% yield). The reactants are [F:1][C:2]([F:45])([F:44])[C:3]1[CH:4]=[C:5]([C:13]([CH3:43])([CH3:42])[C:14]([N:16]([CH3:41])[C:17]2[C:18]([C:33]3[CH:38]=[CH:37][C:36]([F:39])=[CH:35][C:34]=3[CH3:40])=[CH:19][C:20]([C@H:23]3[NH:27][C@@:26]([CH3:32])([C:28](OC)=[O:29])[CH2:25][CH2:24]3)=[N:21][CH:22]=2)=[O:15])[CH:6]=[C:7]([C:9]([F:12])([F:11])[F:10])[CH:8]=1.[NH3:46]. The catalyst is CO. The product is [F:11][C:9]([F:12])([F:10])[C:7]1[CH:6]=[C:5]([C:13]([CH3:43])([CH3:42])[C:14]([N:16]([CH3:41])[C:17]2[C:18]([C:33]3[CH:38]=[CH:37][C:36]([F:39])=[CH:35][C:34]=3[CH3:40])=[CH:19][C:20]([C@H:23]3[NH:27][C@@:26]([CH3:32])([C:28]([NH2:46])=[O:29])[CH2:25][CH2:24]3)=[N:21][CH:22]=2)=[O:15])[CH:4]=[C:3]([C:2]([F:44])([F:45])[F:1])[CH:8]=1. The yield is 0.920.